Dataset: Full USPTO retrosynthesis dataset with 1.9M reactions from patents (1976-2016). Task: Predict the reactants needed to synthesize the given product. (1) Given the product [CH2:1]([N:3]1[C:7]2=[N:8][C:9]([CH2:42][CH3:43])=[C:10]([CH2:19][NH:20][C:21](=[O:41])[CH2:22][C:23]([NH:25][CH2:26][C:27]3[CH:28]=[C:29]([C:33]4[CH:34]=[CH:35][CH:36]=[C:37]([CH2:51][N:44]5[CH2:50][CH2:49][CH2:48][NH:47][CH2:46][CH2:45]5)[CH:38]=4)[CH:30]=[CH:31][CH:32]=3)=[O:24])[C:11]([NH:12][CH:13]3[CH2:18][CH2:17][O:16][CH2:15][CH2:14]3)=[C:6]2[CH:5]=[N:4]1)[CH3:2], predict the reactants needed to synthesize it. The reactants are: [CH2:1]([N:3]1[C:7]2=[N:8][C:9]([CH2:42][CH3:43])=[C:10]([CH2:19][NH:20][C:21](=[O:41])[CH2:22][C:23]([NH:25][CH2:26][C:27]3[CH:28]=[C:29]([C:33]4[CH:38]=[CH:37][CH:36]=[C:35](C=O)[CH:34]=4)[CH:30]=[CH:31][CH:32]=3)=[O:24])[C:11]([NH:12][CH:13]3[CH2:18][CH2:17][O:16][CH2:15][CH2:14]3)=[C:6]2[CH:5]=[N:4]1)[CH3:2].[N:44]1([C:51](OC(C)(C)C)=O)[CH2:50][CH2:49][CH2:48][NH:47][CH2:46][CH2:45]1.[BH-](OC(C)=O)(OC(C)=O)OC(C)=O.[Na+].CC(O)=O.C(O)(C(F)(F)F)=O. (2) Given the product [CH3:1][N:2]([CH3:80])[C:3]([S:5][C:6]1[CH:79]=[CH:78][C:9]([CH2:10][S:11][C:12]2[CH:13]=[C:14]([CH:61]=[C:62]([S:64][CH2:65][C:66]3[CH:71]=[CH:70][C:69]([S:72][C:73](=[O:77])[N:74]([CH3:76])[CH3:75])=[CH:68][CH:67]=3)[CH:63]=2)[CH2:15][S:16][C:17]2[CH:18]=[C:19]([CH:22]=[C:23]([S:25][CH2:26][C:27]3[CH:32]=[C:31]([S:33][CH2:34][C:35]4[CH:40]=[CH:39][C:38]([S:41][C:42](=[O:46])[N:43]([CH3:45])[CH3:44])=[CH:37][CH:36]=4)[CH:30]=[C:29]([S:47][CH2:48][C:49]4[CH:54]=[CH:53][C:52]([S:55][C:56](=[O:60])[N:57]([CH3:59])[CH3:58])=[CH:51][CH:50]=4)[CH:28]=3)[CH:24]=2)[CH2:20][Cl:101])=[CH:8][CH:7]=1)=[O:4], predict the reactants needed to synthesize it. The reactants are: [CH3:1][N:2]([CH3:80])[C:3]([S:5][C:6]1[CH:79]=[CH:78][C:9]([CH2:10][S:11][C:12]2[CH:13]=[C:14]([CH:61]=[C:62]([S:64][CH2:65][C:66]3[CH:71]=[CH:70][C:69]([S:72][C:73](=[O:77])[N:74]([CH3:76])[CH3:75])=[CH:68][CH:67]=3)[CH:63]=2)[CH2:15][S:16][C:17]2[CH:18]=[C:19]([CH:22]=[C:23]([S:25][CH2:26][C:27]3[CH:32]=[C:31]([S:33][CH2:34][C:35]4[CH:40]=[CH:39][C:38]([S:41][C:42](=[O:46])[N:43]([CH3:45])[CH3:44])=[CH:37][CH:36]=4)[CH:30]=[C:29]([S:47][CH2:48][C:49]4[CH:54]=[CH:53][C:52]([S:55][C:56](=[O:60])[N:57]([CH3:59])[CH3:58])=[CH:51][CH:50]=4)[CH:28]=3)[CH:24]=2)[CH2:20]O)=[CH:8][CH:7]=1)=[O:4].C1(P(C2C=CC=CC=2)C2C=CC=CC=2)C=CC=CC=1.C(Cl)(Cl)(Cl)[Cl:101]. (3) The reactants are: [Cl:1][C:2]1[N:3]=[CH:4][C:5]2[NH:14][C:13](=[O:15])[CH2:12][C@@H:11]3[N:7]([CH2:8][CH2:9][CH2:10]3)[C:6]=2[N:16]=1.[C:17](=O)([O-])[O-].[Cs+].[Cs+].IC. Given the product [Cl:1][C:2]1[N:3]=[CH:4][C:5]2[N:14]([CH3:17])[C:13](=[O:15])[CH2:12][C@@H:11]3[N:7]([CH2:8][CH2:9][CH2:10]3)[C:6]=2[N:16]=1, predict the reactants needed to synthesize it. (4) Given the product [F:30][C:4]1[CH:3]=[C:2]([NH:1][C:41]([NH:40][C:38](=[O:39])[CH2:37][C:31]2[CH:32]=[CH:33][CH:34]=[CH:35][CH:36]=2)=[O:42])[CH:29]=[CH:28][C:5]=1[O:6][C:7]1[CH:12]=[CH:11][N:10]=[C:9]([NH:13][C:14]([N:16]2[CH2:21][CH2:20][N:19]([CH2:22][CH2:23][N:24]3[CH2:27][CH2:26][CH2:25]3)[CH2:18][CH2:17]2)=[O:15])[CH:8]=1, predict the reactants needed to synthesize it. The reactants are: [NH2:1][C:2]1[CH:29]=[CH:28][C:5]([O:6][C:7]2[CH:12]=[CH:11][N:10]=[C:9]([NH:13][C:14]([N:16]3[CH2:21][CH2:20][N:19]([CH2:22][CH2:23][N:24]4[CH2:27][CH2:26][CH2:25]4)[CH2:18][CH2:17]3)=[O:15])[CH:8]=2)=[C:4]([F:30])[CH:3]=1.[C:31]1([CH2:37][C:38]([N:40]=[C:41]=[O:42])=[O:39])[CH:36]=[CH:35][CH:34]=[CH:33][CH:32]=1.